Dataset: Full USPTO retrosynthesis dataset with 1.9M reactions from patents (1976-2016). Task: Predict the reactants needed to synthesize the given product. Given the product [S:13]1[CH:14]=[CH:15][N:16]=[C:12]1[S:11][C:2]1[CH:7]=[CH:6][C:5]([N+:8]([O-:10])=[O:9])=[CH:4][CH:3]=1, predict the reactants needed to synthesize it. The reactants are: F[C:2]1[CH:7]=[CH:6][C:5]([N+:8]([O-:10])=[O:9])=[CH:4][CH:3]=1.[SH:11][C:12]1[S:13][CH:14]=[CH:15][N:16]=1.